From a dataset of Forward reaction prediction with 1.9M reactions from USPTO patents (1976-2016). Predict the product of the given reaction. (1) Given the reactants [Cl:1][C:2]1[CH:3]=[CH:4][N:5]2[C:10]=1[C:9](O)=[N:8][C:7]([C:12]1([NH:15][C:16](=[O:22])[O:17][C:18]([CH3:21])([CH3:20])[CH3:19])[CH2:14][CH2:13]1)=[N:6]2.F[P-](F)(F)(F)(F)F.[N:30]1(O[P+](N(C)C)(N(C)C)N(C)C)[C:34]2[CH:35]=[CH:36][CH:37]=[CH:38][C:33]=2[N:32]=N1.C1CCN2C(=NCCC2)CC1.N1C=CC=CC=1CN, predict the reaction product. The product is: [Cl:1][C:2]1[CH:3]=[CH:4][N:5]2[C:10]=1[C:9]([NH:32][CH2:33][C:38]1[CH:37]=[CH:36][CH:35]=[CH:34][N:30]=1)=[N:8][C:7]([C:12]1([NH:15][C:16](=[O:22])[O:17][C:18]([CH3:21])([CH3:20])[CH3:19])[CH2:14][CH2:13]1)=[N:6]2. (2) Given the reactants [NH2:1][CH2:2][C@@H:3]([NH:8][C:9]([C:11]1[CH:16]=[CH:15][C:14]([N:17]2[CH2:21][CH2:20][CH2:19][CH2:18]2)=[C:13]([O:22][CH2:23][CH:24]2[CH2:26][CH2:25]2)[N:12]=1)=[O:10])[CH2:4][CH:5]([CH3:7])[CH3:6].[N+:27]([C:30]1[C:35]2=[N:36][O:37][N:38]=[C:34]2[C:33](N)=[CH:32][CH:31]=1)([O-:29])=[O:28].O, predict the reaction product. The product is: [CH3:7][CH:5]([CH3:6])[CH2:4][C@H:3]([NH:8][C:9]([C:11]1[CH:16]=[CH:15][C:14]([N:17]2[CH2:18][CH2:19][CH2:20][CH2:21]2)=[C:13]([O:22][CH2:23][CH:24]2[CH2:25][CH2:26]2)[N:12]=1)=[O:10])[CH2:2][NH:1][C:33]1[C:34]2=[N:38][O:37][N:36]=[C:35]2[C:30]([N+:27]([O-:29])=[O:28])=[CH:31][CH:32]=1. (3) The product is: [CH:26]1([C:25](=[O:24])[CH2:30][C:2]2[CH:7]=[CH:6][C:5]([O:8][CH3:9])=[C:4]([O:10][CH2:11][CH2:12][CH2:13][O:14][CH3:15])[CH:3]=2)[CH2:27][CH2:28][CH2:29]1. Given the reactants Br[C:2]1[CH:7]=[CH:6][C:5]([O:8][CH3:9])=[C:4]([O:10][CH2:11][CH2:12][CH2:13][O:14][CH3:15])[CH:3]=1.CC1(C)[C:30]2[CH:29]=[CH:28][CH:27]=[C:26](P(C3C=CC=CC=3)C3C=CC=CC=3)[C:25]=2[O:24]C2C1=CC=CC=2P(C1C=CC=CC=1)C1C=CC=CC=1.C(O[Na])(C)(C)C.CC(C)C(=O)C, predict the reaction product. (4) Given the reactants [Si]([O:8][C@@H:9]1[C@@H:14]([CH3:15])[CH2:13][N:12]([C:16]2[C:21]([NH:22][C:23]([C:25]3[CH:30]=[CH:29][C:28]([F:31])=[C:27]([C:32]4[C:37]([F:38])=[CH:36][CH:35]=[CH:34][C:33]=4[F:39])[N:26]=3)=[O:24])=[CH:20][N:19]=[C:18]3[O:40][CH2:41][CH2:42][C:17]=23)[CH2:11][C@H:10]1[NH:43]C(=O)OC(C)(C)C)(C(C)(C)C)(C)C.[H+].[H+].F[Si-2](F)(F)(F)(F)F.O.[NH4+].[OH-], predict the reaction product. The product is: [NH2:43][C@H:10]1[C@H:9]([OH:8])[C@@H:14]([CH3:15])[CH2:13][N:12]([C:16]2[C:21]([NH:22][C:23]([C:25]3[CH:30]=[CH:29][C:28]([F:31])=[C:27]([C:32]4[C:33]([F:39])=[CH:34][CH:35]=[CH:36][C:37]=4[F:38])[N:26]=3)=[O:24])=[CH:20][N:19]=[C:18]3[O:40][CH2:41][CH2:42][C:17]=23)[CH2:11]1. (5) Given the reactants Br[C:2]1[CH:7]=[C:6]([CH2:8][CH3:9])[CH:5]=[CH:4][C:3]=1[F:10].C([Li])CCC.CCCCCC.C[O:23][B:24](OC)[O:25]C, predict the reaction product. The product is: [CH2:8]([C:6]1[CH:5]=[CH:4][C:3]([F:10])=[C:2]([B:24]([OH:25])[OH:23])[CH:7]=1)[CH3:9]. (6) The product is: [F:36][C:30]1[CH:31]=[CH:32][C:33]([F:35])=[CH:34][C:29]=1[S:26]([NH:25][C:21]1[CH:22]=[CH:23][CH:24]=[C:19]([C:9]2[C:8]([C:6]3[CH:5]=[CH:4][N:3]=[C:2]([NH:1][CH3:41])[CH:7]=3)=[CH:12][N:11]([CH:13]3[CH2:18][CH2:17][O:16][CH2:15][CH2:14]3)[N:10]=2)[C:20]=1[F:40])(=[O:27])=[O:28].[CH3:41][N:48]([CH3:47])[C:4]1[CH:5]=[C:6]([C:8]2[C:9]([C:19]3[C:20]([F:40])=[C:21]([NH:25][S:26]([C:29]4[CH:34]=[C:33]([F:35])[CH:32]=[CH:31][C:30]=4[F:36])(=[O:27])=[O:28])[CH:22]=[CH:23][CH:24]=3)=[N:10][N:11]([CH:13]3[CH2:18][CH2:17][O:16][CH2:15][CH2:14]3)[CH:12]=2)[CH:7]=[CH:2][N:3]=1. Given the reactants [NH2:1][C:2]1[CH:7]=[C:6]([C:8]2[C:9]([C:19]3[C:20]([F:40])=[C:21]([N:25](COC)[S:26]([C:29]4[CH:34]=[C:33]([F:35])[CH:32]=[CH:31][C:30]=4[F:36])(=[O:28])=[O:27])[CH:22]=[CH:23][CH:24]=3)=[N:10][N:11]([CH:13]3[CH2:18][CH2:17][O:16][CH2:15][CH2:14]3)[CH:12]=2)[CH:5]=[CH:4][N:3]=1.[C:41](O)(=O)C.C=O.[C:47]([BH3-])#[N:48].[Na+], predict the reaction product. (7) Given the reactants [O:1]=[C:2]1[CH:20]=[C:19]([CH:21]2[CH2:26][CH2:25][N:24](C(OC(C)(C)C)=O)[CH2:23][CH2:22]2)[N:5]2[N:6]=[C:7]3[C:12]([C:11]([O:13][CH2:14][C:15]([F:18])([F:17])[F:16])=[CH:10][CH:9]=[CH:8]3)=[C:4]2[NH:3]1.[ClH:34], predict the reaction product. The product is: [ClH:34].[NH:24]1[CH2:25][CH2:26][CH:21]([C:19]2[N:5]3[N:6]=[C:7]4[C:12]([C:11]([O:13][CH2:14][C:15]([F:16])([F:17])[F:18])=[CH:10][CH:9]=[CH:8]4)=[C:4]3[NH:3][C:2](=[O:1])[CH:20]=2)[CH2:22][CH2:23]1. (8) Given the reactants [F:1][C:2]([F:29])([F:28])[C:3]1[CH:8]=[CH:7][CH:6]=[CH:5][C:4]=1[CH2:9][N:10]([CH2:24][CH:25]1[CH2:27][CH2:26]1)[CH:11]1[CH2:16][CH2:15][N:14](C(OC(C)(C)C)=O)[CH2:13][CH2:12]1.Cl.[C:31]([OH:38])(=[O:37])/[CH:32]=[CH:33]/[C:34]([OH:36])=[O:35], predict the reaction product. The product is: [C:31]([OH:38])(=[O:37])/[CH:32]=[CH:33]/[C:34]([OH:36])=[O:35].[CH:25]1([CH2:24][N:10]([CH2:9][C:4]2[CH:5]=[CH:6][CH:7]=[CH:8][C:3]=2[C:2]([F:29])([F:1])[F:28])[CH:11]2[CH2:12][CH2:13][NH:14][CH2:15][CH2:16]2)[CH2:27][CH2:26]1.